This data is from Full USPTO retrosynthesis dataset with 1.9M reactions from patents (1976-2016). The task is: Predict the reactants needed to synthesize the given product. (1) Given the product [Cl:41][C:25]1[CH:26]=[CH:27][C:28]([C:30](=[O:40])[NH:31][C@@H:32]([C:34]2[CH:39]=[CH:38][CH:37]=[CH:36][CH:35]=2)[CH3:33])=[CH:29][C:24]=1[NH:23][C:21]([C:20]1[C:19](=[O:18])[NH:1][C:2]2[N:3]=[C:4]([N:10]3[CH2:15][CH2:14][N:13]([CH3:16])[CH2:12][CH2:11]3)[N:5]=[CH:6][C:7]=2[CH:8]=1)=[O:22], predict the reactants needed to synthesize it. The reactants are: [NH2:1][C:2]1[C:7]([CH:8]=O)=[CH:6][N:5]=[C:4]([N:10]2[CH2:15][CH2:14][N:13]([CH3:16])[CH2:12][CH2:11]2)[N:3]=1.C[O:18][C:19](=O)[CH2:20][C:21]([NH:23][C:24]1[CH:29]=[C:28]([C:30](=[O:40])[NH:31][C@@H:32]([C:34]2[CH:39]=[CH:38][CH:37]=[CH:36][CH:35]=2)[CH3:33])[CH:27]=[CH:26][C:25]=1[Cl:41])=[O:22].N1CCCCC1. (2) Given the product [CH2:1]([N:4]1[C@H:8]2[CH2:9][CH2:10][CH2:11][CH2:12][C@@H:7]2[N:6]([CH:13]2[CH2:14][CH2:15][N:16]([CH:21]3[CH2:26][CH2:25][N:24]([C:27]([O:29][CH2:30][CH3:31])=[O:28])[CH2:23][CH2:22]3)[CH2:17][CH2:18]2)[C:5]1=[O:19])[CH:2]=[CH2:3], predict the reactants needed to synthesize it. The reactants are: [CH2:1]([N:4]1[C@H:8]2[CH2:9][CH2:10][CH2:11][CH2:12][C@@H:7]2[N:6]([CH:13]2[CH2:18][CH2:17][NH:16][CH2:15][CH2:14]2)[C:5]1=[O:19])[CH:2]=[CH2:3].O=[C:21]1[CH2:26][CH2:25][N:24]([C:27]([O:29][CH2:30][CH3:31])=[O:28])[CH2:23][CH2:22]1.C([BH3-])#N.[Na+]. (3) Given the product [N+:1]([C:4]1[CH:5]=[CH:6][C:7]([CH2:10][CH:11]([OH:13])[CH3:12])=[CH:8][CH:9]=1)([O-:3])=[O:2], predict the reactants needed to synthesize it. The reactants are: [N+:1]([C:4]1[CH:9]=[CH:8][C:7]([CH2:10][C:11](=[O:13])[CH3:12])=[CH:6][CH:5]=1)([O-:3])=[O:2].[BH4-].[Na+].